From a dataset of HIV replication inhibition screening data with 41,000+ compounds from the AIDS Antiviral Screen. Binary Classification. Given a drug SMILES string, predict its activity (active/inactive) in a high-throughput screening assay against a specified biological target. (1) The molecule is COc1cc(OC)cc(-n2c(N)c(C#N)c3ccc([N+](=O)[O-])cc3c2=O)c1. The result is 0 (inactive). (2) The compound is COC(=O)C1=C(C)NC2(C)SC1C(C)C2C(=O)OC. The result is 0 (inactive). (3) The molecule is CCOC(=O)NC(=O)c1cn(CCCOC(=O)NCCCCCCNC(=O)OCCCn2cc(C(=O)NC(=O)OCC)c(=O)[nH]c2=O)c(=O)[nH]c1=O. The result is 0 (inactive). (4) The compound is N=c1ccn2c(n1)OC1C(OC(=O)C34CC5CC(CC(C5)C3)C4)C(COC(=O)C34CC5CC(CC(C5)C3)C4)OC12. The result is 0 (inactive). (5) The molecule is Cn1cnc([N+](=O)[O-])c1Sc1ncc[nH]1. The result is 0 (inactive). (6) The drug is COc1ccc(-c2c3ccccc3c(-c3ccc(OCCBr)cc3)c3ccccc23)cc1. The result is 0 (inactive). (7) The molecule is CN(C)CC1CCCC(=Cc2ccc(Cl)cc2)C1=O.Cl. The result is 0 (inactive). (8) The compound is CN(C)c1ccc2c(c1)-c1cc(N(C)C)ccc1C2=CC=C1C(=O)c2ccccc2C1=O. The result is 0 (inactive).